Predict the reaction yield, written as a fraction of the theoretical maximum amount of product (1.0 means a 100% yield; for example, 0.34 means a 34% yield). From a dataset of Reaction yield outcomes from USPTO patents with 853,638 reactions. (1) The reactants are [NH2:1][C:2]1[N:7]=[CH:6][N:5]=[C:4]2[N:8]([CH2:25][C@H:26]3[CH2:30][CH2:29][CH2:28][N:27]3[C:31](=[O:35])[CH2:32][C:33]#[N:34])[N:9]=[C:10]([C:11]3[CH:16]=[CH:15][C:14]([O:17][C:18]4[CH:23]=[CH:22][CH:21]=[CH:20][CH:19]=4)=[CH:13][C:12]=3[F:24])[C:3]=12.C(Cl)Cl.N1CCCCC1.[CH:45]([C:47]1([NH:50][C:51](=[O:57])[O:52][C:53]([CH3:56])([CH3:55])[CH3:54])[CH2:49][CH2:48]1)=O. The catalyst is CO. The product is [NH2:1][C:2]1[N:7]=[CH:6][N:5]=[C:4]2[N:8]([CH2:25][C@H:26]3[CH2:30][CH2:29][CH2:28][N:27]3[C:31](=[O:35])[C:32]([C:33]#[N:34])=[CH:45][C:47]3([NH:50][C:51](=[O:57])[O:52][C:53]([CH3:56])([CH3:55])[CH3:54])[CH2:48][CH2:49]3)[N:9]=[C:10]([C:11]3[CH:16]=[CH:15][C:14]([O:17][C:18]4[CH:19]=[CH:20][CH:21]=[CH:22][CH:23]=4)=[CH:13][C:12]=3[F:24])[C:3]=12. The yield is 0.130. (2) The reactants are [N:1]1([C:7]2[N:12]=[C:11]([N:13]3[CH:18]4[CH2:19][CH2:20][CH:14]3[CH2:15][O:16][CH2:17]4)[N:10]=[C:9]([C:21]3[CH:27]=[CH:26][C:24]([NH2:25])=[CH:23][CH:22]=3)[N:8]=2)[CH2:6][CH2:5][O:4][CH2:3][CH2:2]1.ClC(Cl)(O[C:32](=[O:38])OC(Cl)(Cl)Cl)Cl.[F:40][C:41]1[CH:47]=[CH:46][C:44]([NH2:45])=[CH:43][CH:42]=1. No catalyst specified. The product is [F:40][C:41]1[CH:47]=[CH:46][C:44]([NH:45][C:32]([NH:25][C:24]2[CH:26]=[CH:27][C:21]([C:9]3[N:8]=[C:7]([N:1]4[CH2:2][CH2:3][O:4][CH2:5][CH2:6]4)[N:12]=[C:11]([N:13]4[CH:14]5[CH2:20][CH2:19][CH:18]4[CH2:17][O:16][CH2:15]5)[N:10]=3)=[CH:22][CH:23]=2)=[O:38])=[CH:43][CH:42]=1. The yield is 0.490. (3) The reactants are [C:1]([C:3]1[CH:8]=[CH:7][N:6]=[C:5]([O:9][C:10]2[CH:15]=[CH:14][C:13]([C:16]3[N:21]=[CH:20][N:19]=[C:18]([NH:22][C@H:23]([C:31]([O-:33])=[O:32])[CH2:24][C:25]4[CH:30]=[CH:29][CH:28]=[CH:27][CH:26]=4)[CH:17]=3)=[CH:12][CH:11]=2)[CH:4]=1)#[N:2].[Li+].[OH-].Cl. The catalyst is O1CCCC1. The product is [C:1]([C:3]1[CH:8]=[CH:7][N:6]=[C:5]([O:9][C:10]2[CH:11]=[CH:12][C:13]([C:16]3[N:21]=[CH:20][N:19]=[C:18]([NH:22][C@H:23]([C:31]([OH:33])=[O:32])[CH2:24][C:25]4[CH:26]=[CH:27][CH:28]=[CH:29][CH:30]=4)[CH:17]=3)=[CH:14][CH:15]=2)[CH:4]=1)#[N:2]. The yield is 0.640. (4) The reactants are [CH3:1][O:2][C:3](=[O:18])[CH:4]([C:11]1[CH:16]=[CH:15][C:14](Br)=[CH:13][CH:12]=1)[CH2:5][CH:6]1[CH2:10][CH2:9][CH2:8][CH2:7]1.[Cu][C:20]#[N:21].[OH-].[NH4+]. The catalyst is CN(C)C=O.O. The product is [CH3:1][O:2][C:3](=[O:18])[CH:4]([C:11]1[CH:16]=[CH:15][C:14]([C:20]#[N:21])=[CH:13][CH:12]=1)[CH2:5][CH:6]1[CH2:10][CH2:9][CH2:8][CH2:7]1. The yield is 0.158. (5) The reactants are [Cl:1][C:2]1[C:11]2[C:6](=[C:7]([OH:12])[CH:8]=[CH:9][CH:10]=2)[N:5]=[CH:4][CH:3]=1.[CH3:13][O:14][C:15]1[CH:22]=[CH:21][C:18]([CH2:19]Cl)=[CH:17][CH:16]=1. The catalyst is [N+](CCCC)(CCCC)(CCCC)CCCC.[I-].CN(C=O)C. The product is [Cl:1][C:2]1[C:11]2[C:6](=[C:7]([O:12][CH2:19][C:18]3[CH:21]=[CH:22][C:15]([O:14][CH3:13])=[CH:16][CH:17]=3)[CH:8]=[CH:9][CH:10]=2)[N:5]=[CH:4][CH:3]=1. The yield is 0.890.